This data is from Reaction yield outcomes from USPTO patents with 853,638 reactions. The task is: Predict the reaction yield, written as a fraction of the theoretical maximum amount of product (1.0 means a 100% yield; for example, 0.34 means a 34% yield). (1) The reactants are [N+:1]([C:4]1[O:8][C:7]([C:9](Cl)=[O:10])=[CH:6][CH:5]=1)([O-:3])=[O:2].[CH3:12][O:13][C:14]1[C:21]([O:22][CH3:23])=[CH:20][CH:19]=[CH:18][C:15]=1[CH2:16][NH2:17]. The catalyst is C(Cl)Cl.CCN(CC)CC. The product is [CH3:12][O:13][C:14]1[C:21]([O:22][CH3:23])=[CH:20][CH:19]=[CH:18][C:15]=1[CH2:16][NH:17][C:9]([C:7]1[O:8][C:4]([N+:1]([O-:3])=[O:2])=[CH:5][CH:6]=1)=[O:10]. The yield is 0.540. (2) The reactants are [NH:1]([C:3]1[CH:4]=[C:5]([CH:9]=[CH:10][CH:11]=1)[C:6]([OH:8])=[O:7])[NH2:2].[C:12](O[C:12]([O:14][C:15]([CH3:18])([CH3:17])[CH3:16])=[O:13])([O:14][C:15]([CH3:18])([CH3:17])[CH3:16])=[O:13]. The catalyst is CN(C)C=O. The product is [C:12]([C:4]1[C:3]([NH:1][NH2:2])=[CH:11][CH:10]=[CH:9][C:5]=1[C:6]([OH:8])=[O:7])([O:14][C:15]([CH3:18])([CH3:17])[CH3:16])=[O:13]. The yield is 1.00. (3) The reactants are [Br:1][CH2:2][C:3]([C:5]1[C:14]2[C:9](=[CH:10][CH:11]=[C:12]([O:15][CH3:16])[N:13]=2)[N:8]=[CH:7][CH:6]=1)=[O:4].B(Cl)([C@@H]1[C@@H](C)[C@H]2C(C)(C)[C@@H](C2)C1)[C@@H]1[C@@H](C)[C@@H]2C(C)(C)[C@@H](C2)C1.N(CCO)CCO. The product is [Br:1][CH2:2][C@@H:3]([C:5]1[C:14]2[C:9](=[CH:10][CH:11]=[C:12]([O:15][CH3:16])[N:13]=2)[N:8]=[CH:7][CH:6]=1)[OH:4]. The catalyst is C1(C)C=CC=CC=1. The yield is 0.730. (4) The reactants are [CH2:1]([Sn:5]([C:14]#[CH:15])([CH2:10][CH2:11][CH2:12][CH3:13])[CH2:6][CH2:7][CH2:8][CH3:9])[CH2:2][CH2:3][CH3:4].[N:16]([CH2:19][CH2:20][CH2:21][OH:22])=[N+:17]=[N-:18]. The catalyst is C1(C)C=CC=CC=1. The product is [CH2:10]([Sn:5]([CH2:6][CH2:7][CH2:8][CH3:9])([CH2:1][CH2:2][CH2:3][CH3:4])[C:14]1[N:18]=[N:17][N:16]([CH2:19][CH2:20][CH2:21][OH:22])[CH:15]=1)[CH2:11][CH2:12][CH3:13]. The yield is 0.770.